The task is: Regression. Given a peptide amino acid sequence and an MHC pseudo amino acid sequence, predict their binding affinity value. This is MHC class I binding data.. This data is from Peptide-MHC class I binding affinity with 185,985 pairs from IEDB/IMGT. (1) The peptide sequence is QPQPFRPQQPY. The MHC is HLA-B35:01 with pseudo-sequence HLA-B35:01. The binding affinity (normalized) is 0.403. (2) The peptide sequence is AENENMETM. The MHC is H-2-Db with pseudo-sequence H-2-Db. The binding affinity (normalized) is 0.267.